This data is from Catalyst prediction with 721,799 reactions and 888 catalyst types from USPTO. The task is: Predict which catalyst facilitates the given reaction. Reactant: [H-].[Na+].[CH3:3][O:4][C:5]1[CH:6]=[CH:7][C:8]([CH2:17][CH2:18][CH:19]([C:25]([O:27][CH2:28][CH3:29])=[O:26])[C:20]([O:22][CH2:23][CH3:24])=[O:21])=[C:9]2[C:14]=1[N:13]([CH3:15])[C:12](=[O:16])[CH:11]=[CH:10]2.[H][H].[Cl:32]N1C(=O)CCC1=O.Cl. Product: [Cl:32][C:19]([CH2:18][CH2:17][C:8]1[CH:7]=[CH:6][C:5]([O:4][CH3:3])=[C:14]2[C:9]=1[CH:10]=[CH:11][C:12](=[O:16])[N:13]2[CH3:15])([C:20]([O:22][CH2:23][CH3:24])=[O:21])[C:25]([O:27][CH2:28][CH3:29])=[O:26]. The catalyst class is: 410.